From a dataset of Full USPTO retrosynthesis dataset with 1.9M reactions from patents (1976-2016). Predict the reactants needed to synthesize the given product. (1) Given the product [C:1]([C:4]1[CH:5]=[CH:6][C:7]2[C:15]([N+:30]([O-:32])=[O:31])=[CH:14][C:13]3[N:12]([C:16](=[O:21])[C:17]([F:19])([F:18])[F:20])[CH2:11][CH:10]([CH2:22][Cl:23])[C:9]=3[C:8]=2[CH:24]=1)(=[O:3])[CH3:2], predict the reactants needed to synthesize it. The reactants are: [C:1]([C:4]1[CH:5]=[CH:6][C:7]2[CH:15]=[CH:14][C:13]3[N:12]([C:16](=[O:21])[C:17]([F:20])([F:19])[F:18])[CH2:11][CH:10]([CH2:22][Cl:23])[C:9]=3[C:8]=2[CH:24]=1)(=[O:3])[CH3:2].OS(O)(=O)=O.[N+:30]([O-])([O-:32])=[O:31].[K+]. (2) Given the product [Cl:36][C:37]1[CH:45]=[CH:44][C:40]([C:41]([NH:35][C:32]2[CH:33]=[N:34][C:29]([O:28][CH2:27][CH2:26][N:25]3[C:21]([NH:20][C:1]([C:14]4[CH:19]=[CH:18][CH:17]=[CH:16][CH:15]=4)([C:2]4[CH:3]=[CH:4][CH:5]=[CH:6][CH:7]=4)[C:8]4[CH:9]=[CH:10][CH:11]=[CH:12][CH:13]=4)=[CH:22][CH:23]=[N:24]3)=[CH:30][CH:31]=2)=[O:42])=[C:39]([N:46]([CH3:48])[CH3:47])[CH:38]=1, predict the reactants needed to synthesize it. The reactants are: [C:1]([NH:20][C:21]1[N:25]([CH2:26][CH2:27][O:28][C:29]2[N:34]=[CH:33][C:32]([NH2:35])=[CH:31][CH:30]=2)[N:24]=[CH:23][CH:22]=1)([C:14]1[CH:19]=[CH:18][CH:17]=[CH:16][CH:15]=1)([C:8]1[CH:13]=[CH:12][CH:11]=[CH:10][CH:9]=1)[C:2]1[CH:7]=[CH:6][CH:5]=[CH:4][CH:3]=1.[Cl:36][C:37]1[CH:45]=[CH:44][C:40]([C:41](O)=[O:42])=[C:39]([N:46]([CH3:48])[CH3:47])[CH:38]=1.O.ON1C2C=CC=CC=2N=N1.Cl.CN(C)CCCN=C=NCC.